From a dataset of Forward reaction prediction with 1.9M reactions from USPTO patents (1976-2016). Predict the product of the given reaction. (1) Given the reactants [Br:1][C:2]1[N:7]=[C:6]([CH:8]=[O:9])[C:5]([N:10]([CH:13]2[CH2:18][CH2:17][CH2:16][CH2:15][CH2:14]2)[CH2:11][CH3:12])=[N:4][CH:3]=1.[BH4-].[Na+], predict the reaction product. The product is: [Br:1][C:2]1[N:7]=[C:6]([CH2:8][OH:9])[C:5]([N:10]([CH:13]2[CH2:18][CH2:17][CH2:16][CH2:15][CH2:14]2)[CH2:11][CH3:12])=[N:4][CH:3]=1. (2) Given the reactants [CH3:1][NH:2][C:3]([C:5]1[CH:6]=[C:7]([O:11][C:12]2[CH:13]=[CH:14][C:15]([NH:18][C:19]([NH:21][C:22]3[CH:23]=[CH:24][C:25]([Cl:32])=[C:26]([C:28]([F:31])([F:30])[F:29])[CH:27]=3)=[O:20])=[CH:16][CH:17]=2)[CH:8]=[CH:9][N:10]=1)=[O:4].[ClH:33].C(OC(C)C)(C)C, predict the reaction product. The product is: [CH3:1][NH:2][C:3]([C:5]1[CH:6]=[C:7]([O:11][C:12]2[CH:17]=[CH:16][C:15]([NH:18][C:19]([NH:21][C:22]3[CH:23]=[CH:24][C:25]([Cl:32])=[C:26]([C:28]([F:31])([F:29])[F:30])[CH:27]=3)=[O:20])=[CH:14][CH:13]=2)[CH:8]=[CH:9][N:10]=1)=[O:4].[ClH:33]. (3) Given the reactants Cl.[CH:2]([C:5]1[N:9]=[C:8]([N:10]2[CH2:15][CH2:14][CH:13]([NH2:16])[CH2:12][CH2:11]2)[S:7][N:6]=1)([CH3:4])[CH3:3].C(N(CC)CC)C.[Br:24][CH:25]([CH2:29][CH2:30][Br:31])[C:26](Cl)=[O:27], predict the reaction product. The product is: [Br:24][CH:25]([CH2:29][CH2:30][Br:31])[C:26]([NH:16][CH:13]1[CH2:12][CH2:11][N:10]([C:8]2[S:7][N:6]=[C:5]([CH:2]([CH3:4])[CH3:3])[N:9]=2)[CH2:15][CH2:14]1)=[O:27]. (4) Given the reactants Cl.C(N=C=NCCCN(C)C)C.ClCCl.C(C1C=C(CC[N:26]2[CH2:31][CH2:30][C:29]([CH2:33][N:34]([CH3:45])[C:35]3[CH:44]=[CH:43][C:38]([C:39]([O:41][CH3:42])=[O:40])=[CH:37][CH:36]=3)([OH:32])[CH2:28][CH2:27]2)C=CC=1)#N.[CH3:46][S:47]([C:50]1[CH:55]=[CH:54][C:53]([CH2:56][C:57]([OH:59])=O)=[CH:52][CH:51]=1)(=[O:49])=[O:48], predict the reaction product. The product is: [OH:32][C:29]1([CH2:33][N:34]([CH3:45])[C:35]2[CH:44]=[CH:43][C:38]([C:39]([O:41][CH3:42])=[O:40])=[CH:37][CH:36]=2)[CH2:30][CH2:31][N:26]([C:57](=[O:59])[CH2:56][C:53]2[CH:52]=[CH:51][C:50]([S:47]([CH3:46])(=[O:48])=[O:49])=[CH:55][CH:54]=2)[CH2:27][CH2:28]1. (5) Given the reactants [F:1][C:2]1[C:11]([OH:12])=[C:10]2[C:5]([CH:6]=[CH:7][C:8]([O:13]C)=[N:9]2)=[CH:4][CH:3]=1.[H-].[Na+], predict the reaction product. The product is: [F:1][C:2]1[C:11]2[O:12][CH2:5][C@@H:10]([CH2:11][OH:12])[N:9]3[C:10]=2[C:5]([CH:6]=[CH:7][C:8]3=[O:13])=[CH:4][CH:3]=1. (6) Given the reactants Cl[C:2]1[N:7]=[CH:6][N:5]=[C:4]([C:8]2[CH:9]=[N:10][N:11]3[CH:16]=[CH:15][CH:14]=[N:13][C:12]=23)[CH:3]=1.[F:17][C:18]1[CH:23]=[CH:22][C:21]([C@@H:24]([NH2:28])[CH2:25][CH2:26][CH3:27])=[CH:20][CH:19]=1, predict the reaction product. The product is: [F:17][C:18]1[CH:19]=[CH:20][C:21]([C@@H:24]([NH:28][C:2]2[CH:3]=[C:4]([C:8]3[CH:9]=[N:10][N:11]4[CH:16]=[CH:15][CH:14]=[N:13][C:12]=34)[N:5]=[CH:6][N:7]=2)[CH2:25][CH2:26][CH3:27])=[CH:22][CH:23]=1. (7) Given the reactants [O:1]=[C:2]1[C:10]2([C:14]3=[CH:15][C:16]4[O:20][CH2:19][O:18][C:17]=4[CH:21]=[C:13]3[O:12][CH2:11]2)[C:9]2[C:4](=[CH:5][CH:6]=[CH:7][CH:8]=2)[N:3]1[CH2:22][CH2:23][N:24]1C(=O)C2C(=CC=CC=2)C1=O.NN, predict the reaction product. The product is: [NH2:24][CH2:23][CH2:22][N:3]1[C:4]2[C:9](=[CH:8][CH:7]=[CH:6][CH:5]=2)[C:10]2([C:14]3=[CH:15][C:16]4[O:20][CH2:19][O:18][C:17]=4[CH:21]=[C:13]3[O:12][CH2:11]2)[C:2]1=[O:1]. (8) Given the reactants [Br:1][C:2]1[CH:3]=[N:4][C:5](Cl)=[N:6][CH:7]=1.CC(O)C.CCN(C(C)C)C(C)C.[O:22]1[CH2:27][CH2:26][N:25]([CH2:28][CH2:29][NH2:30])[CH2:24][CH2:23]1, predict the reaction product. The product is: [Br:1][C:2]1[CH:3]=[N:4][C:5]([NH:30][CH2:29][CH2:28][N:25]2[CH2:26][CH2:27][O:22][CH2:23][CH2:24]2)=[N:6][CH:7]=1. (9) Given the reactants [CH2:1]([O:3][P:4]([C:9](Br)([F:11])[F:10])(=[O:8])[O:5][CH2:6][CH3:7])[CH3:2].[CH3:13][O:14][C:15](=[O:25])[CH:16]=[CH:17][C:18]1[CH:23]=[CH:22][C:21](I)=[CH:20][CH:19]=1, predict the reaction product. The product is: [CH3:13][O:14][C:15](=[O:25])[CH:16]=[CH:17][C:18]1[CH:19]=[CH:20][C:21]([C:9]([P:4]([O:5][CH2:6][CH3:7])([O:3][CH2:1][CH3:2])=[O:8])([F:11])[F:10])=[CH:22][CH:23]=1.